Dataset: Reaction yield outcomes from USPTO patents with 853,638 reactions. Task: Predict the reaction yield, written as a fraction of the theoretical maximum amount of product (1.0 means a 100% yield; for example, 0.34 means a 34% yield). (1) The reactants are NC(C1C=CC2C(=CC=C(O[C@H]3CC[C@H](C(C)(C)C)CC3)C=2)N=1)(C)CO.C(O)(C(F)(F)F)=O.C([O:36][C:37](=O)[C:38]([NH2:65])([C:40]1[CH:49]=[CH:48][C:47]2[C:42](=[CH:43][CH:44]=[C:45]([O:54][C@H:55]3[CH2:60][CH2:59][C@H:58]([C:61]([CH3:64])([CH3:63])[CH3:62])[CH2:57][CH2:56]3)[C:46]=2[C:50]([F:53])([F:52])[F:51])[N:41]=1)[CH3:39])C. No catalyst specified. The product is [NH2:65][C:38]([C:40]1[CH:49]=[CH:48][C:47]2[C:42](=[CH:43][CH:44]=[C:45]([O:54][C@H:55]3[CH2:56][CH2:57][C@H:58]([C:61]([CH3:64])([CH3:63])[CH3:62])[CH2:59][CH2:60]3)[C:46]=2[C:50]([F:51])([F:52])[F:53])[N:41]=1)([CH3:39])[CH2:37][OH:36]. The yield is 0.520. (2) The reactants are [CH2:1]=[C:2]([CH:4]1[CH2:11][CH2:10][CH2:9][CH2:8][CH2:7][CH2:6][C:5]1=[O:12])[CH3:3].[CH2:13]([O:15][N:16]=[CH:17][CH3:18])[CH3:14].Cl[Sn](Cl)(Cl)Cl. The catalyst is ClCCCl. The product is [CH2:13]([O:15][N:16]1[CH:17]([CH3:18])[CH2:3][C:2]([CH3:1])=[CH:4][CH2:11][CH2:10][CH2:9][CH2:8][CH2:7][CH2:6][C:5]1=[O:12])[CH3:14]. The yield is 0.870. (3) The product is [C:39]([CH2:38][O:1][C:2]1[C:3]([C:29]2[CH:34]=[CH:33][C:32]([O:35][CH3:36])=[CH:31][CH:30]=2)=[C:4]2[C:9](=[CH:10][CH:11]=1)[CH:8]=[C:7]([CH2:12][NH:13][C:14]([C:16]1[C:20]3[CH:21]=[CH:22][CH:23]=[CH:24][C:19]=3[O:18][C:17]=1[CH2:25][CH2:26][CH2:27][CH3:28])=[O:15])[CH:6]=[CH:5]2)#[N:40]. The catalyst is CN(C=O)C.C(OCC)(=O)C. The reactants are [OH:1][C:2]1[C:3]([C:29]2[CH:34]=[CH:33][C:32]([O:35][CH3:36])=[CH:31][CH:30]=2)=[C:4]2[C:9](=[CH:10][CH:11]=1)[CH:8]=[C:7]([CH2:12][NH:13][C:14]([C:16]1[C:20]3[CH:21]=[CH:22][CH:23]=[CH:24][C:19]=3[O:18][C:17]=1[CH2:25][CH2:26][CH2:27][CH3:28])=[O:15])[CH:6]=[CH:5]2.Br[CH2:38][C:39]#[N:40].C(=O)([O-])[O-].[K+].[K+]. The yield is 0.990. (4) The reactants are [CH2:1]([NH2:6])[C:2]([CH3:5])([CH3:4])[CH3:3].[C:7]([C:9]1[CH:10]=[C:11]([C:16]2[N:26]=[CH:25][CH:24]=[CH:23][C:17]=2[C:18]([O:20][CH2:21][CH3:22])=[O:19])[CH:12]=[CH:13][C:14]=1F)#[N:8]. The catalyst is CS(C)=O. The product is [C:7]([C:9]1[CH:10]=[C:11]([C:16]2[N:26]=[CH:25][CH:24]=[CH:23][C:17]=2[C:18]([O:20][CH2:21][CH3:22])=[O:19])[CH:12]=[CH:13][C:14]=1[NH:6][CH2:1][C:2]([CH3:5])([CH3:4])[CH3:3])#[N:8]. The yield is 0.660. (5) The reactants are [I:1]N1C(=O)CCC1=O.[Cl:9][C:10]1[CH:15]=[C:14]([NH2:16])[CH:13]=[CH:12][N:11]=1. The catalyst is CN(C=O)C. The product is [Cl:9][C:10]1[CH:15]=[C:14]([NH2:16])[C:13]([I:1])=[CH:12][N:11]=1. The yield is 0.380. (6) The reactants are [O:1]=[C:2]([N:6]1[CH2:11][CH2:10][CH:9]([N:12]2[C:20]3[C:19]([O:21][C:22]4[CH:27]=[CH:26][C:25]([O:28][C:29]5[CH:34]=[CH:33][CH:32]=[CH:31][CH:30]=5)=[CH:24][CH:23]=4)=[N:18][CH:17]=[N:16][C:15]=3[CH:14]=[CH:13]2)[CH2:8][CH2:7]1)[CH2:3][C:4]#[N:5].[CH:35](=O)[CH2:36][CH2:37][CH3:38].N1CCNCC1. The catalyst is C(Cl)Cl.O. The product is [O:28]([C:25]1[CH:26]=[CH:27][C:22]([O:21][C:19]2[C:20]3[N:12]([CH:9]4[CH2:10][CH2:11][N:6]([C:2](/[C:3](=[CH:35]/[CH2:36][CH2:37][CH3:38])/[C:4]#[N:5])=[O:1])[CH2:7][CH2:8]4)[CH:13]=[CH:14][C:15]=3[N:16]=[CH:17][N:18]=2)=[CH:23][CH:24]=1)[C:29]1[CH:34]=[CH:33][CH:32]=[CH:31][CH:30]=1. The yield is 0.166. (7) The reactants are [CH3:1][C@H:2]1[CH2:11][C:9](=[O:10])[C:5](=[C:6]([CH3:8])[CH3:7])[CH2:4][CH2:3]1.CC(O)C.NCCCN.CC(O)C.[OH-].[K+].[H][H]. The catalyst is CC(O)C. The product is [CH3:1][CH:2]1[CH2:11][CH:9]([OH:10])[C:5](=[C:6]([CH3:7])[CH3:8])[CH2:4][CH2:3]1. The yield is 0.850. (8) The product is [C:24]([O:27][C:28]1[CH:38]=[CH:37][CH:36]=[CH:35][C:29]=1[CH:30]=[CH:31][C:32]([NH:10][C@H:9]([C:11]([O:13][CH3:14])=[O:12])[CH2:8][C:7]1[CH:6]=[CH:5][C:4]([O:3][CH3:2])=[CH:16][CH:15]=1)=[O:33])(=[O:26])[CH3:25]. The reactants are Cl.[CH3:2][O:3][C:4]1[CH:16]=[CH:15][C:7]([CH2:8][C@@H:9]([C:11]([O:13][CH3:14])=[O:12])[NH2:10])=[CH:6][CH:5]=1.C(N(CC)CC)C.[C:24]([O:27][C:28]1[CH:38]=[CH:37][CH:36]=[CH:35][C:29]=1[CH:30]=[CH:31][C:32](O)=[O:33])(=[O:26])[CH3:25].CCN=C=NCCCN(C)C.Cl. The yield is 0.680. The catalyst is C(Cl)Cl. (9) The reactants are [CH3:1][Si:2]([CH3:39])([CH3:38])[CH2:3][CH2:4][O:5][CH2:6][N:7]([CH2:30][O:31][CH2:32][CH2:33][Si:34]([CH3:37])([CH3:36])[CH3:35])[C:8]1[N:13]2[N:14]=[CH:15][CH:16]=[C:12]2[N:11]=[C:10]([C:17]2[CH2:22][CH2:21][N:20]([C:23]([O:25][C:26]([CH3:29])([CH3:28])[CH3:27])=[O:24])[CH2:19][CH:18]=2)[CH:9]=1. The product is [CH3:37][Si:34]([CH3:35])([CH3:36])[CH2:33][CH2:32][O:31][CH2:30][N:7]([CH2:6][O:5][CH2:4][CH2:3][Si:2]([CH3:1])([CH3:39])[CH3:38])[C:8]1[N:13]2[N:14]=[CH:15][CH:16]=[C:12]2[N:11]=[C:10]([CH:17]2[CH2:22][CH2:21][N:20]([C:23]([O:25][C:26]([CH3:29])([CH3:28])[CH3:27])=[O:24])[CH2:19][CH2:18]2)[CH:9]=1. The yield is 0.995. The catalyst is CCOC(C)=O.[Pd].